From a dataset of Peptide-MHC class I binding affinity with 185,985 pairs from IEDB/IMGT. Regression. Given a peptide amino acid sequence and an MHC pseudo amino acid sequence, predict their binding affinity value. This is MHC class I binding data. (1) The peptide sequence is KLSNAKWLA. The MHC is HLA-B15:01 with pseudo-sequence HLA-B15:01. The binding affinity (normalized) is 0.316. (2) The peptide sequence is QVQMLINTY. The MHC is HLA-A26:01 with pseudo-sequence HLA-A26:01. The binding affinity (normalized) is 0.304. (3) The peptide sequence is YANFPLDPF. The MHC is H-2-Db with pseudo-sequence H-2-Db. The binding affinity (normalized) is 0.680. (4) The peptide sequence is EEFTMVGRR. The MHC is HLA-A03:01 with pseudo-sequence HLA-A03:01. The binding affinity (normalized) is 0.360.